From a dataset of Reaction yield outcomes from USPTO patents with 853,638 reactions. Predict the reaction yield, written as a fraction of the theoretical maximum amount of product (1.0 means a 100% yield; for example, 0.34 means a 34% yield). (1) The reactants are [F:1][C:2]1[C:7]([S:8](Cl)(=[O:10])=[O:9])=[C:6]([F:12])[C:5]([F:13])=[C:4]([F:14])[C:3]=1[F:15].[OH-:16].[K+:17]. The catalyst is O. The product is [F:1][C:2]1[C:7]([S:8]([O-:16])(=[O:10])=[O:9])=[C:6]([F:12])[C:5]([F:13])=[C:4]([F:14])[C:3]=1[F:15].[K+:17]. The yield is 0.820. (2) The reactants are [CH2:1]([Si:3]([CH2:22][CH3:23])([CH2:20][CH3:21])[C:4]1[NH:5][C:6]2[C:11]([C:12]=1[CH2:13][CH2:14]O)=[CH:10][C:9]([C:16]([F:19])([F:18])[F:17])=[CH:8][CH:7]=2)[CH3:2].C1(P(C2C=CC=CC=2)C2C=CC=CC=2)C=CC=CC=1.[Br:43]C(Br)(Br)Br. The catalyst is C1COCC1. The product is [Br:43][CH2:14][CH2:13][C:12]1[C:11]2[C:6](=[CH:7][CH:8]=[C:9]([C:16]([F:19])([F:18])[F:17])[CH:10]=2)[NH:5][C:4]=1[Si:3]([CH2:22][CH3:23])([CH2:20][CH3:21])[CH2:1][CH3:2]. The yield is 0.520.